From a dataset of Forward reaction prediction with 1.9M reactions from USPTO patents (1976-2016). Predict the product of the given reaction. The product is: [BrH:11].[CH3:16][O:15][CH2:14][CH2:13][CH2:12][N:3]1[C:4]2[CH:9]=[CH:8][CH:7]=[CH:6][C:5]=2[S:1][C:2]1=[NH:10]. Given the reactants [S:1]1[C:5]2[CH:6]=[CH:7][CH:8]=[CH:9][C:4]=2[N:3]=[C:2]1[NH2:10].[Br:11][CH2:12][CH2:13][CH2:14][O:15][CH3:16], predict the reaction product.